This data is from Full USPTO retrosynthesis dataset with 1.9M reactions from patents (1976-2016). The task is: Predict the reactants needed to synthesize the given product. (1) Given the product [C:31]([O:35][C:36]([N:38]1[CH2:43][CH2:42][C@@H:41]([N:19]2[C:18](=[O:23])[C:17](=[CH:16][C:12]3[CH:11]=[C:10]4[C:15](=[CH:14][CH:13]=3)[N:7]([CH2:6][C:5]3[CH:25]=[CH:26][C:2]([Cl:1])=[CH:3][C:4]=3[C:27]([F:28])([F:30])[F:29])[N:8]=[C:9]4[CH3:24])[S:21][C:20]2=[O:22])[C@H:40]([F:45])[CH2:39]1)=[O:37])([CH3:34])([CH3:32])[CH3:33], predict the reactants needed to synthesize it. The reactants are: [Cl:1][C:2]1[CH:26]=[CH:25][C:5]([CH2:6][N:7]2[C:15]3[C:10](=[CH:11][C:12](/[CH:16]=[C:17]4/[C:18](=[O:23])[NH:19][C:20](=[O:22])[S:21]/4)=[CH:13][CH:14]=3)[C:9]([CH3:24])=[N:8]2)=[C:4]([C:27]([F:30])([F:29])[F:28])[CH:3]=1.[C:31]([O:35][C:36]([N:38]1[CH2:43][CH2:42][C@H:41](O)[C@H:40]([F:45])[CH2:39]1)=[O:37])([CH3:34])([CH3:33])[CH3:32]. (2) Given the product [Br:11][C:5]1[C:6]2[C:10](=[N:9][O:8][N:7]=2)[C:2]([Cl:1])=[CH:3][CH:4]=1, predict the reactants needed to synthesize it. The reactants are: [Cl:1][C:2]1[C:10]2[C:6](=[N:7][O:8][N:9]=2)[CH:5]=[CH:4][CH:3]=1.[Br:11]Br.[O-]S([O-])=O.[Na+].[Na+]. (3) Given the product [NH2:1][C:2]1[N:30]([CH2:31][CH2:32][CH3:33])[CH2:29][C:6]2[C:5](=[CH:10][CH:9]=[C:8]([C:11]3[CH:16]=[CH:15][CH:14]=[CH:13][C:12]=3[CH2:17][CH2:18][NH:19][S:20]([C:23]3[CH:24]=[CH:25][CH:26]=[CH:27][CH:28]=3)(=[O:22])=[O:21])[CH:7]=2)[N:4]=1, predict the reactants needed to synthesize it. The reactants are: [N:1]#[C:2]Br.[NH2:4][C:5]1[CH:10]=[CH:9][C:8]([C:11]2[CH:16]=[CH:15][CH:14]=[CH:13][C:12]=2[CH2:17][CH2:18][NH:19][S:20]([C:23]2[CH:28]=[CH:27][CH:26]=[CH:25][CH:24]=2)(=[O:22])=[O:21])=[CH:7][C:6]=1[CH2:29][NH:30][CH2:31][CH2:32][CH3:33]. (4) Given the product [F:1][CH2:2][CH2:3][CH2:4][N:5]1[CH:10]2[CH2:11][CH2:12][CH:6]1[CH2:7][CH:8]([O:13][C:15]1[CH:20]=[CH:19][C:18]([N+:21]([O-:23])=[O:22])=[CH:17][CH:16]=1)[CH2:9]2, predict the reactants needed to synthesize it. The reactants are: [F:1][CH2:2][CH2:3][CH2:4][N:5]1[CH:10]2[CH2:11][CH2:12][CH:6]1[CH2:7][CH:8]([OH:13])[CH2:9]2.F[C:15]1[CH:20]=[CH:19][C:18]([N+:21]([O-:23])=[O:22])=[CH:17][CH:16]=1. (5) Given the product [C:40]([O:39][C:37]([N:35]1[CH2:36][CH:33]([N:14]2[C:15]3=[N:16][CH:17]=[N:18][C:19]([NH2:21])=[C:20]3[C:12]([CH2:11][C:1]3[C:10]4[C:5](=[CH:6][CH:7]=[CH:8][CH:9]=4)[CH:4]=[CH:3][CH:2]=3)=[N:13]2)[CH2:34]1)=[O:38])([CH3:43])([CH3:41])[CH3:42], predict the reactants needed to synthesize it. The reactants are: [C:1]1([CH2:11][C:12]2[C:20]3[C:15](=[N:16][CH:17]=[N:18][C:19]=3[NH2:21])[NH:14][N:13]=2)[C:10]2[C:5](=[CH:6][CH:7]=[CH:8][CH:9]=2)[CH:4]=[CH:3][CH:2]=1.C(=O)([O-])[O-].[Cs+].[Cs+].CS(O[CH:33]1[CH2:36][N:35]([C:37]([O:39][C:40]([CH3:43])([CH3:42])[CH3:41])=[O:38])[CH2:34]1)(=O)=O.O.